Dataset: NCI-60 drug combinations with 297,098 pairs across 59 cell lines. Task: Regression. Given two drug SMILES strings and cell line genomic features, predict the synergy score measuring deviation from expected non-interaction effect. (1) Drug 1: C1=CC(=CC=C1CCC2=CNC3=C2C(=O)NC(=N3)N)C(=O)NC(CCC(=O)O)C(=O)O. Drug 2: COC1=NC(=NC2=C1N=CN2C3C(C(C(O3)CO)O)O)N. Cell line: 786-0. Synergy scores: CSS=12.3, Synergy_ZIP=-7.08, Synergy_Bliss=-5.70, Synergy_Loewe=-3.87, Synergy_HSA=-2.60. (2) Drug 1: COC1=CC(=CC(=C1O)OC)C2C3C(COC3=O)C(C4=CC5=C(C=C24)OCO5)OC6C(C(C7C(O6)COC(O7)C8=CC=CS8)O)O. Drug 2: CN(C)N=NC1=C(NC=N1)C(=O)N. Cell line: HOP-92. Synergy scores: CSS=38.9, Synergy_ZIP=-1.39, Synergy_Bliss=-0.809, Synergy_Loewe=-14.8, Synergy_HSA=0.118. (3) Synergy scores: CSS=40.4, Synergy_ZIP=-11.9, Synergy_Bliss=-10.6, Synergy_Loewe=-9.80, Synergy_HSA=-7.06. Drug 2: CCC1(CC2CC(C3=C(CCN(C2)C1)C4=CC=CC=C4N3)(C5=C(C=C6C(=C5)C78CCN9C7C(C=CC9)(C(C(C8N6C)(C(=O)OC)O)OC(=O)C)CC)OC)C(=O)OC)O.OS(=O)(=O)O. Drug 1: CC1OCC2C(O1)C(C(C(O2)OC3C4COC(=O)C4C(C5=CC6=C(C=C35)OCO6)C7=CC(=C(C(=C7)OC)O)OC)O)O. Cell line: SK-MEL-2. (4) Drug 1: CC1C(C(CC(O1)OC2CC(CC3=C2C(=C4C(=C3O)C(=O)C5=C(C4=O)C(=CC=C5)OC)O)(C(=O)C)O)N)O.Cl. Drug 2: CC1CCC2CC(C(=CC=CC=CC(CC(C(=O)C(C(C(=CC(C(=O)CC(OC(=O)C3CCCCN3C(=O)C(=O)C1(O2)O)C(C)CC4CCC(C(C4)OC)O)C)C)O)OC)C)C)C)OC. Cell line: SF-295. Synergy scores: CSS=27.9, Synergy_ZIP=-17.1, Synergy_Bliss=-14.4, Synergy_Loewe=-17.4, Synergy_HSA=-8.11. (5) Drug 1: COC1=CC(=CC(=C1O)OC)C2C3C(COC3=O)C(C4=CC5=C(C=C24)OCO5)OC6C(C(C7C(O6)COC(O7)C8=CC=CS8)O)O. Drug 2: CCC1(CC2CC(C3=C(CCN(C2)C1)C4=CC=CC=C4N3)(C5=C(C=C6C(=C5)C78CCN9C7C(C=CC9)(C(C(C8N6C=O)(C(=O)OC)O)OC(=O)C)CC)OC)C(=O)OC)O.OS(=O)(=O)O. Cell line: MDA-MB-231. Synergy scores: CSS=35.2, Synergy_ZIP=-0.204, Synergy_Bliss=5.55, Synergy_Loewe=6.11, Synergy_HSA=7.59. (6) Drug 1: C1=CC(=CC=C1C#N)C(C2=CC=C(C=C2)C#N)N3C=NC=N3. Drug 2: CN1C(=O)N2C=NC(=C2N=N1)C(=O)N. Cell line: SK-OV-3. Synergy scores: CSS=1.80, Synergy_ZIP=2.86, Synergy_Bliss=2.92, Synergy_Loewe=2.98, Synergy_HSA=1.85. (7) Drug 1: COC1=CC(=CC(=C1O)OC)C2C3C(COC3=O)C(C4=CC5=C(C=C24)OCO5)OC6C(C(C7C(O6)COC(O7)C8=CC=CS8)O)O. Drug 2: CCN(CC)CCCC(C)NC1=C2C=C(C=CC2=NC3=C1C=CC(=C3)Cl)OC. Cell line: HT29. Synergy scores: CSS=61.4, Synergy_ZIP=0.977, Synergy_Bliss=5.21, Synergy_Loewe=-0.228, Synergy_HSA=8.27. (8) Drug 1: COC1=C(C=C2C(=C1)N=CN=C2NC3=CC(=C(C=C3)F)Cl)OCCCN4CCOCC4. Drug 2: CCCS(=O)(=O)NC1=C(C(=C(C=C1)F)C(=O)C2=CNC3=C2C=C(C=N3)C4=CC=C(C=C4)Cl)F. Cell line: HT29. Synergy scores: CSS=60.6, Synergy_ZIP=5.23, Synergy_Bliss=7.09, Synergy_Loewe=7.62, Synergy_HSA=10.9. (9) Drug 1: C1=CC(=CC=C1CCCC(=O)O)N(CCCl)CCCl. Drug 2: CS(=O)(=O)OCCCCOS(=O)(=O)C. Cell line: HCC-2998. Synergy scores: CSS=2.97, Synergy_ZIP=-5.20, Synergy_Bliss=-6.36, Synergy_Loewe=-8.56, Synergy_HSA=-7.29.